Regression. Given two drug SMILES strings and cell line genomic features, predict the synergy score measuring deviation from expected non-interaction effect. From a dataset of NCI-60 drug combinations with 297,098 pairs across 59 cell lines. (1) Drug 1: CS(=O)(=O)C1=CC(=C(C=C1)C(=O)NC2=CC(=C(C=C2)Cl)C3=CC=CC=N3)Cl. Drug 2: C1=CN(C(=O)N=C1N)C2C(C(C(O2)CO)O)O.Cl. Cell line: CAKI-1. Synergy scores: CSS=31.5, Synergy_ZIP=-11.1, Synergy_Bliss=-12.5, Synergy_Loewe=-65.9, Synergy_HSA=-11.4. (2) Drug 1: C1=CN(C(=O)N=C1N)C2C(C(C(O2)CO)O)O.Cl. Drug 2: C#CCC(CC1=CN=C2C(=N1)C(=NC(=N2)N)N)C3=CC=C(C=C3)C(=O)NC(CCC(=O)O)C(=O)O. Cell line: DU-145. Synergy scores: CSS=52.2, Synergy_ZIP=1.42, Synergy_Bliss=-10.1, Synergy_Loewe=34.3, Synergy_HSA=0.197. (3) Drug 1: C1CN1C2=NC(=NC(=N2)N3CC3)N4CC4. Drug 2: CC(C)(C#N)C1=CC(=CC(=C1)CN2C=NC=N2)C(C)(C)C#N. Cell line: SN12C. Synergy scores: CSS=44.8, Synergy_ZIP=-3.18, Synergy_Bliss=-3.71, Synergy_Loewe=-1.23, Synergy_HSA=-0.894. (4) Drug 1: CC1C(C(CC(O1)OC2CC(CC3=C2C(=C4C(=C3O)C(=O)C5=C(C4=O)C(=CC=C5)OC)O)(C(=O)C)O)N)O.Cl. Drug 2: C1C(C(OC1N2C=C(C(=O)NC2=O)F)CO)O. Cell line: TK-10. Synergy scores: CSS=52.6, Synergy_ZIP=0.233, Synergy_Bliss=-0.0318, Synergy_Loewe=-1.42, Synergy_HSA=2.41. (5) Drug 1: C1CCC(CC1)NC(=O)N(CCCl)N=O. Drug 2: C1=C(C(=O)NC(=O)N1)F. Cell line: COLO 205. Synergy scores: CSS=67.5, Synergy_ZIP=-2.06, Synergy_Bliss=-2.87, Synergy_Loewe=-0.551, Synergy_HSA=3.52. (6) Drug 1: CC12CCC(CC1=CCC3C2CCC4(C3CC=C4C5=CN=CC=C5)C)O. Drug 2: C1=NNC2=C1C(=O)NC=N2. Cell line: MDA-MB-435. Synergy scores: CSS=15.1, Synergy_ZIP=5.84, Synergy_Bliss=11.6, Synergy_Loewe=7.30, Synergy_HSA=9.35.